From a dataset of Reaction yield outcomes from USPTO patents with 853,638 reactions. Predict the reaction yield, written as a fraction of the theoretical maximum amount of product (1.0 means a 100% yield; for example, 0.34 means a 34% yield). (1) The reactants are Br[C:2]1[C:3](=[O:10])[N:4]([CH3:9])[N:5]=[C:6]([Cl:8])[CH:7]=1.[NH2:11][C:12]1[N:17]=[CH:16][C:15]([CH:18]2[CH2:23][CH2:22][N:21]([C:24]([O:26][C:27]([CH3:30])([CH3:29])[CH3:28])=[O:25])[CH2:20][CH2:19]2)=[CH:14][CH:13]=1.C1(P(C2C=CC=CC=2)C2C3OC4C(=CC=CC=4P(C4C=CC=CC=4)C4C=CC=CC=4)C(C)(C)C=3C=CC=2)C=CC=CC=1.C(=O)([O-])[O-].[Cs+].[Cs+]. The catalyst is O1CCOCC1.C1C=CC(/C=C/C(/C=C/C2C=CC=CC=2)=O)=CC=1.C1C=CC(/C=C/C(/C=C/C2C=CC=CC=2)=O)=CC=1.C1C=CC(/C=C/C(/C=C/C2C=CC=CC=2)=O)=CC=1.[Pd].[Pd]. The product is [Cl:8][C:6]1[CH:7]=[C:2]([NH:11][C:12]2[N:17]=[CH:16][C:15]([CH:18]3[CH2:23][CH2:22][N:21]([C:24]([O:26][C:27]([CH3:30])([CH3:29])[CH3:28])=[O:25])[CH2:20][CH2:19]3)=[CH:14][CH:13]=2)[C:3](=[O:10])[N:4]([CH3:9])[N:5]=1. The yield is 0.820. (2) The reactants are [C:1]([C:3]1[CH:8]=[CH:7][CH:6]=[CH:5][C:4]=1[C:9]1[CH:14]=[CH:13][C:12]([CH2:15][CH:16]([C:22](=O)[CH2:23][CH2:24][CH3:25])[C:17](OCC)=[O:18])=[CH:11][CH:10]=1)#[N:2].[N:27]1[N:28]=[C:29]([NH:32][CH:33]2[CH2:38][CH2:37][CH:36]([C:39]([O:41][CH2:42][CH3:43])=[O:40])[CH2:35][CH2:34]2)[NH:30][CH:31]=1.C(N(CC)C1C=CC=CC=1)C. The catalyst is C(OCC)(=O)C. The product is [C:1]([C:3]1[CH:8]=[CH:7][CH:6]=[CH:5][C:4]=1[C:9]1[CH:10]=[CH:11][C:12]([CH2:15][C:16]2[C:17](=[O:18])[N:32]([C@H:33]3[CH2:34][CH2:35][C@H:36]([C:39]([O:41][CH2:42][CH3:43])=[O:40])[CH2:37][CH2:38]3)[C:29]3[N:28]([N:27]=[CH:31][N:30]=3)[C:22]=2[CH2:23][CH2:24][CH3:25])=[CH:13][CH:14]=1)#[N:2]. The yield is 0.310. (3) The reactants are Cl[C:2]1[S:6][N:5]=[C:4]([C:7]2[CH:12]=[CH:11][CH:10]=[C:9]([F:13])[CH:8]=2)[N:3]=1.FC(F)(F)C(O)=O.[O:21]1[C:25]2[CH:26]=[CH:27][CH:28]=[CH:29][C:24]=2[C:23]([NH:30][C:31]([N:33]2[CH2:38][CH2:37][NH:36][CH2:35][CH2:34]2)=[O:32])=[N:22]1.C(N(CC)CC)C.O. The catalyst is CN(C)C=O. The product is [O:21]1[C:25]2[CH:26]=[CH:27][CH:28]=[CH:29][C:24]=2[C:23]([NH:30][C:31]([N:33]2[CH2:38][CH2:37][N:36]([C:2]3[S:6][N:5]=[C:4]([C:7]4[CH:12]=[CH:11][CH:10]=[C:9]([F:13])[CH:8]=4)[N:3]=3)[CH2:35][CH2:34]2)=[O:32])=[N:22]1. The yield is 0.562. (4) The reactants are [Cl:1][CH2:2][CH2:3][CH2:4][C:5]([C:7]1[CH:12]=[CH:11][C:10]([C:13]([CH3:19])([CH3:18])[C:14]([O:16][CH3:17])=[O:15])=[CH:9][CH:8]=1)=[O:6].[C:20]1([C:26]([C:34]2[CH:39]=[CH:38][CH:37]=[CH:36][CH:35]=2)([CH:28]2[CH2:33][CH2:32][NH:31][CH2:30][CH2:29]2)[OH:27])[CH:25]=[CH:24][CH:23]=[CH:22][CH:21]=1. The catalyst is C1(C)C=CC=CC=1. The product is [ClH:1].[OH:27][C:26]([C:34]1[CH:39]=[CH:38][CH:37]=[CH:36][CH:35]=1)([C:20]1[CH:21]=[CH:22][CH:23]=[CH:24][CH:25]=1)[CH:28]1[CH2:33][CH2:32][N:31]([CH2:2][CH2:3][CH2:4][C:5]([C:7]2[CH:12]=[CH:11][C:10]([C:13]([CH3:19])([CH3:18])[C:14]([O:16][CH3:17])=[O:15])=[CH:9][CH:8]=2)=[O:6])[CH2:30][CH2:29]1. The yield is 0.760.